From a dataset of Catalyst prediction with 721,799 reactions and 888 catalyst types from USPTO. Predict which catalyst facilitates the given reaction. (1) Reactant: [C:1]([OH:5])(=O)[CH:2]=[CH2:3].C(N=C=[N:10][CH2:11][CH2:12][CH2:13]N(C)C)C.[NH2:17][C:18]([OH:24])([CH2:22][CH3:23])C(O)=O. Product: [CH2:11]([NH:10][C:1](=[O:5])[CH3:2])[CH2:12][CH3:13].[CH2:1]([NH:17][C:18](=[O:24])[CH:22]=[CH2:23])[CH2:2][CH3:3]. The catalyst class is: 6. (2) Reactant: [Cl:1][C:2]1[CH:11]=[CH:10][C:9]2[C:8]([C:12]([NH:14][CH2:15][CH:16]3[CH2:21][CH2:20][CH2:19][CH2:18][CH2:17]3)=[O:13])=[C:7]([Cl:22])[CH:6]=[CH:5][C:4]=2[N:3]=1.[CH3:23][NH:24][CH2:25][CH2:26][NH:27][CH3:28]. Product: [ClH:1].[ClH:1].[Cl:22][C:7]1[CH:6]=[CH:5][C:4]2[N:3]=[C:2]([N:24]([CH3:23])[CH2:25][CH2:26][NH:27][CH3:28])[CH:11]=[CH:10][C:9]=2[C:8]=1[C:12]([NH:14][CH2:15][CH:16]1[CH2:21][CH2:20][CH2:19][CH2:18][CH2:17]1)=[O:13]. The catalyst class is: 10. (3) Reactant: I[C:2]1[C:10]2[C:5](=[CH:6][CH:7]=[C:8]([C:11]([O:13][CH3:14])=[O:12])[CH:9]=2)[N:4]([S:15]([C:18]2[CH:24]=[CH:23][C:21]([CH3:22])=[CH:20][CH:19]=2)(=[O:17])=[O:16])[CH:3]=1.[CH3:25][C:26]1([CH3:42])[C:30]([CH3:32])([CH3:31])[O:29][B:28]([B:28]2[O:29][C:30]([CH3:32])([CH3:31])[C:26]([CH3:42])([CH3:25])[O:27]2)[O:27]1.C(Cl)Cl.C([O-])(=O)C.[K+]. Product: [CH3:25][C:26]1([CH3:42])[C:30]([CH3:32])([CH3:31])[O:29][B:28]([C:2]2[C:10]3[C:5](=[CH:6][CH:7]=[C:8]([C:11]([O:13][CH3:14])=[O:12])[CH:9]=3)[N:4]([S:15]([C:18]3[CH:24]=[CH:23][C:21]([CH3:22])=[CH:20][CH:19]=3)(=[O:17])=[O:16])[CH:3]=2)[O:27]1. The catalyst class is: 3. (4) Reactant: [C:1]([O:4][CH:5]1[CH2:9][CH2:8][CH2:7][C:6]1([NH:22]C(OC(C)(C)C)=O)[CH2:10][NH:11][C:12]1[CH:17]=[CH:16][C:15]([C:18]#[N:19])=[C:14]([Cl:20])[C:13]=1[CH3:21])(=[O:3])[CH3:2].C(O)(C(F)(F)F)=O.C(=O)(O)[O-].[Na+]. Product: [C:1]([O:4][CH:5]1[CH2:9][CH2:8][CH2:7][C:6]1([NH2:22])[CH2:10][NH:11][C:12]1[CH:17]=[CH:16][C:15]([C:18]#[N:19])=[C:14]([Cl:20])[C:13]=1[CH3:21])(=[O:3])[CH3:2]. The catalyst class is: 2. (5) Reactant: C[O:2][C:3]([CH:5]1[CH2:14][CH2:13][C:12]2[C:7](=[C:8]([O:15]C)[CH:9]=[CH:10][CH:11]=2)[CH2:6]1)=[O:4].B(Br)(Br)Br. The catalyst class is: 4. Product: [OH:15][C:8]1[CH:9]=[CH:10][CH:11]=[C:12]2[C:7]=1[CH2:6][CH:5]([C:3]([OH:4])=[O:2])[CH2:14][CH2:13]2. (6) Reactant: [N:1]1[C:11]2[NH:10][C:9]3[CH:12]=[CH:13][CH:14]=[CH:15][C:8]=3[C:7](=[O:16])[NH:6][C:5]=2[CH:4]=[CH:3][CH:2]=1.[H-].[Na+].Br[CH2:20][C:21]([C:23]1[CH:28]=[CH:27][CH:26]=[CH:25][CH:24]=1)=[O:22]. Product: [O:22]=[C:21]([C:23]1[CH:28]=[CH:27][CH:26]=[CH:25][CH:24]=1)[CH2:20][N:6]1[C:7](=[O:16])[C:8]2[CH:15]=[CH:14][CH:13]=[CH:12][C:9]=2[NH:10][C:11]2[N:1]=[CH:2][CH:3]=[CH:4][C:5]1=2. The catalyst class is: 44. (7) Reactant: C([O:4][CH2:5][C:6]([CH3:49])([CH3:48])[CH2:7][N:8]1[C:14]2[CH:15]=[CH:16][C:17]([Cl:19])=[CH:18][C:13]=2[C@H:12]([C:20]2C=C[CH:23]=[C:22](C)[C:21]=2[CH3:27])[O:11][C@H:10]([CH2:28][C:29]([NH:31][C:32]2[CH:37]=[CH:36][C:35]([O:38][C:39]([F:46])([F:45])[C:40]([O:42]CC)=[O:41])=[CH:34][CH:33]=2)=[O:30])[C:9]1=[O:47])(=O)C.[OH-].[Na+].C(O)C. Product: [Cl:19][C:17]1[CH:16]=[CH:15][C:14]2[N:8]([CH2:7][C:6]([CH3:48])([CH3:49])[CH2:5][OH:4])[C:9](=[O:47])[C@@H:10]([CH2:28][C:29]([NH:31][C:32]3[CH:37]=[CH:36][C:35]([O:38][C:39]([F:45])([F:46])[C:40]([OH:42])=[O:41])=[CH:34][CH:33]=3)=[O:30])[O:11][C@@H:12]([CH2:20][CH:21]([CH3:27])[CH2:22][CH3:23])[C:13]=2[CH:18]=1. The catalyst class is: 6.